This data is from Full USPTO retrosynthesis dataset with 1.9M reactions from patents (1976-2016). The task is: Predict the reactants needed to synthesize the given product. (1) Given the product [C:1]1([S:7]([C:10]2[C:18]3[C:13](=[CH:14][CH:15]=[C:16]([O:19][CH2:20][CH2:21][N:35]([CH2:36][CH3:37])[CH2:33][CH3:34])[CH:17]=3)[NH:12][N:11]=2)(=[O:9])=[O:8])[CH:2]=[CH:3][CH:4]=[CH:5][CH:6]=1, predict the reactants needed to synthesize it. The reactants are: [C:1]1([S:7]([C:10]2[C:18]3[C:13](=[CH:14][CH:15]=[C:16]([O:19][CH2:20][CH2:21]OS(C4C=CC(C)=CC=4)(=O)=O)[CH:17]=3)[NH:12][N:11]=2)(=[O:9])=[O:8])[CH:6]=[CH:5][CH:4]=[CH:3][CH:2]=1.[CH2:33]([NH:35][CH2:36][CH3:37])[CH3:34]. (2) Given the product [CH:5]1([N:8]2[CH2:14][CH2:13][CH2:12][N:11]([C:15]3[N:16]=[CH:17][C:18]([C:21]([NH:42][C:39]4[NH:40][N:41]=[C:37]([CH2:36][CH2:35][C:29]5[CH:30]=[C:31]([O:33][CH3:34])[CH:32]=[C:27]([O:26][CH3:25])[CH:28]=5)[CH:38]=4)=[O:23])=[CH:19][N:20]=3)[CH2:10][CH2:9]2)[CH2:6][CH2:7]1, predict the reactants needed to synthesize it. The reactants are: C[Al](C)C.[CH:5]1([N:8]2[CH2:14][CH2:13][CH2:12][N:11]([C:15]3[N:20]=[CH:19][C:18]([C:21]([O:23]C)=O)=[CH:17][N:16]=3)[CH2:10][CH2:9]2)[CH2:7][CH2:6]1.[CH3:25][O:26][C:27]1[CH:28]=[C:29]([CH2:35][CH2:36][C:37]2[CH:38]=[C:39]([NH2:42])[NH:40][N:41]=2)[CH:30]=[C:31]([O:33][CH3:34])[CH:32]=1. (3) Given the product [CH2:15]([C:17]1[CH:18]=[C:19]2[C:20](=[CH:21][CH:22]=1)[NH:23][CH2:24][CH2:25][C:26]2=[O:28])[CH3:16], predict the reactants needed to synthesize it. The reactants are: O=P12OP3(OP(OP(O3)(O1)=O)(=O)O2)=O.[CH2:15]([C:17]1[CH:22]=[CH:21][C:20]([NH:23][CH2:24][CH2:25][C:26]([O:28]CC)=O)=[CH:19][CH:18]=1)[CH3:16].[OH-].[Na+].C(OCC)(=O)C. (4) Given the product [C:1]([O:5][C:6](=[O:26])[NH:7][CH:8]1[CH2:9][CH:10]([O:12][C:13]2[C:18]([CH:19]3[CH2:24][CH2:23][O:22][CH2:21][CH2:20]3)=[CH:17][N:16]=[CH:15][N:14]=2)[CH2:11]1)([CH3:4])([CH3:2])[CH3:3], predict the reactants needed to synthesize it. The reactants are: [C:1]([O:5][C:6](=[O:26])[NH:7][CH:8]1[CH2:11][CH:10]([O:12][C:13]2[C:18]([C:19]3[CH2:20][CH2:21][O:22][CH2:23][CH:24]=3)=[CH:17][N:16]=[C:15](Cl)[N:14]=2)[CH2:9]1)([CH3:4])([CH3:3])[CH3:2]. (5) Given the product [C:1]1([S:7]([N:10]2[C:14]3=[N:15][CH:16]=[CH:17][C:18]([Br:19])=[C:13]3[CH:12]=[C:11]2[CH3:21])(=[O:9])=[O:8])[CH:2]=[CH:3][CH:4]=[CH:5][CH:6]=1, predict the reactants needed to synthesize it. The reactants are: [C:1]1([S:7]([N:10]2[C:14]3=[N:15][CH:16]=[CH:17][C:18]([Br:19])=[C:13]3[CH:12]=[CH:11]2)(=[O:9])=[O:8])[CH:6]=[CH:5][CH:4]=[CH:3][CH:2]=1.[Li+].[CH3:21]C([N-]C(C)C)C.CI. (6) Given the product [NH2:1][C@@H:2]([CH2:6][CH2:7][C@H:8]([S:11][S:12][CH3:13])[CH2:9][NH:10][C:19]([O:20][CH2:21][C:22]1[CH:23]=[CH:24][C:25]([N:28]=[N+:29]=[N-:30])=[CH:26][CH:27]=1)=[O:31])[C:3]([OH:5])=[O:4], predict the reactants needed to synthesize it. The reactants are: [NH2:1][C@@H:2]([CH2:6][CH2:7][C@H:8]([S:11][S:12][CH3:13])[CH2:9][NH2:10])[C:3]([OH:5])=[O:4].C(=O)(O)[O-].[Na+].[C:19](=O)([O:31]C1C=CC([N+]([O-])=O)=CC=1)[O:20][CH2:21][C:22]1[CH:27]=[CH:26][C:25]([N:28]=[N+:29]=[N-:30])=[CH:24][CH:23]=1.C(N(CC([O-])=O)CC([O-])=O)CN(CC(O)=O)CC(O)=O.[Na+].[Na+]. (7) Given the product [OH:21][CH:14]1[C:15]2[C:20](=[CH:19][CH:18]=[CH:17][CH:16]=2)[N:11]([C:3]([C:4]2[CH:9]=[CH:8][CH:7]=[CH:6][CH:5]=2)=[O:10])[CH2:12][C:13]1([CH3:23])[CH3:22], predict the reactants needed to synthesize it. The reactants are: [BH4-].[Na+].[C:3]([N:11]1[C:20]2[C:15](=[CH:16][CH:17]=[CH:18][CH:19]=2)[C:14](=[O:21])[C:13]([CH3:23])([CH3:22])[CH2:12]1)(=[O:10])[C:4]1[CH:9]=[CH:8][CH:7]=[CH:6][CH:5]=1. (8) Given the product [C:1]1([C:10]2[CH:15]=[CH:14][CH:13]=[CH:12][CH:11]=2)[CH:6]=[CH:5][CH:4]=[C:3]([C:7]2([C:8]#[N:9])[CH2:21][CH2:20][O:19][CH2:18][CH2:17]2)[CH:2]=1, predict the reactants needed to synthesize it. The reactants are: [C:1]1([C:10]2[CH:15]=[CH:14][CH:13]=[CH:12][CH:11]=2)[CH:6]=[CH:5][CH:4]=[C:3]([CH2:7][C:8]#[N:9])[CH:2]=1.Br[CH2:17][CH2:18][O:19][CH2:20][CH2:21]Br.